This data is from M1 muscarinic receptor agonist screen with 61,833 compounds. The task is: Binary Classification. Given a drug SMILES string, predict its activity (active/inactive) in a high-throughput screening assay against a specified biological target. (1) The result is 0 (inactive). The molecule is O=C1N(C(=O)C2C3C4(C(C12)C=C3)CC4)c1cc2OCOc2cc1. (2) The compound is S(CC(=O)Nc1cc2OCCOc2cc1)c1n(N)c(nn1)C(F)(F)F. The result is 0 (inactive).